Dataset: Forward reaction prediction with 1.9M reactions from USPTO patents (1976-2016). Task: Predict the product of the given reaction. (1) Given the reactants [ClH:1].[S:2]1[C:11]2[C:6](=[CH:7][CH:8]=[CH:9][CH:10]=2)[CH:5]([NH2:12])[CH2:4][CH2:3]1.C(N(CC)CC)C.C(OC(OC(C)(C)C)=O)(OC(C)(C)C)=[O:21].[OH2:35], predict the reaction product. The product is: [ClH:1].[S:2]1(=[O:21])(=[O:35])[C:11]2[C:6](=[CH:7][CH:8]=[CH:9][CH:10]=2)[CH:5]([NH2:12])[CH2:4][CH2:3]1. (2) The product is: [O:14]1[CH2:15][CH2:16][N:11]([CH2:10][C:9]([NH:8][C:5]2[N:6]=[CH:7][C:2](/[CH:20]=[CH:19]/[C:18]([O:22][C:23]([CH3:26])([CH3:25])[CH3:24])=[O:21])=[CH:3][CH:4]=2)=[O:17])[CH2:12][CH2:13]1. Given the reactants Br[C:2]1[CH:3]=[CH:4][C:5]([NH:8][C:9](=[O:17])[CH2:10][N:11]2[CH2:16][CH2:15][O:14][CH2:13][CH2:12]2)=[N:6][CH:7]=1.[C:18]([O:22][C:23]([CH3:26])([CH3:25])[CH3:24])(=[O:21])[CH:19]=[CH2:20].CCN(C(C)C)C(C)C, predict the reaction product. (3) Given the reactants [CH2:1]([C:3]([C:21]1[CH:29]=[CH:28][C:24]([C:25](O)=[O:26])=[C:23]([CH3:30])[CH:22]=1)([C:6]1[CH:11]=[CH:10][C:9]([C:12]#[C:13][C:14]([CH2:18][CH3:19])([OH:17])[CH2:15][CH3:16])=[C:8]([CH3:20])[CH:7]=1)[CH2:4][CH3:5])[CH3:2].Cl.[CH3:32][O:33][C:34](=[O:39])[C:35]([NH2:38])([CH3:37])[CH3:36].O.ON1C2C=CC=CC=2N=N1.C(N(CC)CC)C, predict the reaction product. The product is: [CH3:32][O:33][C:34](=[O:39])[C:35]([NH:38][C:25](=[O:26])[C:24]1[CH:28]=[CH:29][C:21]([C:3]([CH2:1][CH3:2])([C:6]2[CH:11]=[CH:10][C:9]([C:12]#[C:13][C:14]([CH2:18][CH3:19])([OH:17])[CH2:15][CH3:16])=[C:8]([CH3:20])[CH:7]=2)[CH2:4][CH3:5])=[CH:22][C:23]=1[CH3:30])([CH3:37])[CH3:36]. (4) Given the reactants Cl[C:2]1[S:3][CH:4]=[CH:5][N:6]=1.[C:7]([O:11][C:12]([CH3:15])([CH3:14])[CH3:13])(=[O:10])[CH2:8][CH3:9].[CH3:16][Si]([N-][Si](C)(C)C)(C)C.[Na+].CI, predict the reaction product. The product is: [CH3:9][C:8]([C:2]1[S:3][CH:4]=[CH:5][N:6]=1)([CH3:16])[C:7]([O:11][C:12]([CH3:15])([CH3:14])[CH3:13])=[O:10].